This data is from Catalyst prediction with 721,799 reactions and 888 catalyst types from USPTO. The task is: Predict which catalyst facilitates the given reaction. (1) Reactant: CS(O)(=O)=O.CS(O)(=O)=O.[NH2:11][C:12]1[C:19](=[O:20])[N:15]2[CH2:16][CH2:17][CH2:18][N:14]2[C:13]=1[NH2:21].[OH:22][CH2:23][CH2:24][NH:25][C:26]1[CH:27]=[CH:28][C:29]([O:33][CH3:34])=[C:30](O)[CH:31]=1.[NH3:35].OO. Product: [NH2:21][C:13]1[N:14]2[CH2:18][CH2:17][CH2:16][N:15]2[C:19](=[O:20])[C:12]=1/[N:11]=[C:27]1/[C:26]([NH:25][CH2:24][CH2:23][OH:22])=[CH:31][C:30](=[NH:35])[C:29]([O:33][CH3:34])=[CH:28]/1. The catalyst class is: 97. (2) Reactant: CN(C(ON1N=NC2C=CC=NC1=2)=[N+](C)C)C.F[P-](F)(F)(F)(F)F.[Cl:25][C:26]1[CH:31]=[CH:30][C:29]([CH2:32][NH2:33])=[C:28]([F:34])[C:27]=1[O:35][C:36]1[C:45]2[C:40](=[CH:41][CH:42]=[CH:43][CH:44]=2)[CH:39]=[CH:38][CH:37]=1.[Cl:46][C:47]1[CH:51]=[CH:50][NH:49][C:48]=1[C:52](O)=[O:53].C(N(C(C)C)CC)(C)C. Product: [Cl:46][C:47]1[CH:51]=[CH:50][NH:49][C:48]=1[C:52]([NH:33][CH2:32][C:29]1[CH:30]=[CH:31][C:26]([Cl:25])=[C:27]([O:35][C:36]2[C:45]3[C:40](=[CH:41][CH:42]=[CH:43][CH:44]=3)[CH:39]=[CH:38][CH:37]=2)[C:28]=1[F:34])=[O:53]. The catalyst class is: 3. (3) Reactant: [CH3:1][O:2][C:3]1[CH:4]=[C:5]2[C:9](=[CH:10][CH:11]=1)[C:8](=[O:12])[CH2:7][CH2:6]2.C[Si]([N-][Si](C)(C)C)(C)C.[Li+].C([C:25]([O:27][CH2:28][CH3:29])=[O:26])#N. Product: [CH3:1][O:2][C:3]1[CH:4]=[C:5]2[C:9](=[CH:10][CH:11]=1)[C:8](=[O:12])[CH:7]([C:25]([O:27][CH2:28][CH3:29])=[O:26])[CH2:6]2. The catalyst class is: 1.